Dataset: Reaction yield outcomes from USPTO patents with 853,638 reactions. Task: Predict the reaction yield, written as a fraction of the theoretical maximum amount of product (1.0 means a 100% yield; for example, 0.34 means a 34% yield). (1) The catalyst is CN(C)C=O.C(OCC)(=O)C.CCCCCC. The product is [CH3:30][C:29]1[O:28][C:27]([C:31]2[CH:32]=[CH:33][CH:34]=[CH:35][CH:36]=2)=[N:26][C:25]=1[CH2:24][O:23][C:22]1[CH:21]=[CH:20][C:19]([CH2:18][O:3]/[N:4]=[C:5](/[C:11]2[CH:12]=[N:13][CH:14]=[CH:15][CH:16]=2)\[C:6]([O:8][CH2:9][CH3:10])=[O:7])=[CH:38][CH:37]=1. The reactants are [H-].[Na+].[OH:3]/[N:4]=[C:5](/[C:11]1[CH:12]=[N:13][CH:14]=[CH:15][CH:16]=1)\[C:6]([O:8][CH2:9][CH3:10])=[O:7].Cl[CH2:18][C:19]1[CH:38]=[CH:37][C:22]([O:23][CH2:24][C:25]2[N:26]=[C:27]([C:31]3[CH:36]=[CH:35][CH:34]=[CH:33][CH:32]=3)[O:28][C:29]=2[CH3:30])=[CH:21][CH:20]=1.Cl.C(=O)(O)[O-].[Na+]. The yield is 0.740. (2) The reactants are C(OC(=O)[NH:7][CH2:8][CH2:9][NH:10][C:11]1[C:12]([O:26][C:27]2[CH:32]=[CH:31][C:30]([O:33][CH3:34])=[CH:29][CH:28]=2)=[N:13][C:14]([O:17][C:18]2[CH:23]=[CH:22][C:21]([O:24][CH3:25])=[CH:20][CH:19]=2)=[N:15][CH:16]=1)(C)(C)C.C(O)(C(F)(F)F)=O. The catalyst is C(Cl)Cl. The product is [CH3:25][O:24][C:21]1[CH:22]=[CH:23][C:18]([O:17][C:14]2[N:13]=[C:12]([O:26][C:27]3[CH:32]=[CH:31][C:30]([O:33][CH3:34])=[CH:29][CH:28]=3)[C:11]([NH:10][CH2:9][CH2:8][NH2:7])=[CH:16][N:15]=2)=[CH:19][CH:20]=1. The yield is 0.730. (3) The reactants are [NH2:1][CH:2]1[CH2:5][N:4]([C:6]2[S:7][C:8]([C:12]([O:14][CH2:15][CH3:16])=[O:13])=[C:9]([CH3:11])[N:10]=2)[CH2:3]1.[Cl:17][C:18]1[N:19]=[C:20]([C:25](O)=[O:26])[NH:21][C:22]=1[CH2:23][CH3:24].CCN=C=NCCCN(C)C.Cl.ON1C2C=CC=CC=2N=N1.CN1CCOCC1. No catalyst specified. The product is [Cl:17][C:18]1[N:19]=[C:20]([C:25]([NH:1][CH:2]2[CH2:5][N:4]([C:6]3[S:7][C:8]([C:12]([O:14][CH2:15][CH3:16])=[O:13])=[C:9]([CH3:11])[N:10]=3)[CH2:3]2)=[O:26])[NH:21][C:22]=1[CH2:23][CH3:24]. The yield is 0.640. (4) The reactants are [CH2:1]([O:8][C:9]1[CH:14]=[C:13]([OH:15])[C:12]([C:16](=[O:18])[CH3:17])=[C:11]([O:19][CH3:20])[C:10]=1[O:21][CH3:22])[C:2]1[CH:7]=[CH:6][CH:5]=[CH:4][CH:3]=1.[OH-].[K+].O=[CH:26][C:27]1[CH:35]=[CH:34][C:31]([O:32][CH3:33])=[C:29]([OH:30])[CH:28]=1. The catalyst is CCO. The product is [CH2:1]([O:8][C:9]1[CH:14]=[C:13]([OH:15])[C:12]([C:16](=[O:18])/[CH:17]=[CH:26]/[C:27]2[CH:35]=[CH:34][C:31]([O:32][CH3:33])=[C:29]([OH:30])[CH:28]=2)=[C:11]([O:19][CH3:20])[C:10]=1[O:21][CH3:22])[C:2]1[CH:3]=[CH:4][CH:5]=[CH:6][CH:7]=1. The yield is 0.530. (5) The reactants are [CH3:1][CH:2]([NH:4][C:5]1[N:13]=[C:12]2[C:8]([N:9]=[C:10]([NH:22][C:23]3[C:28]([F:29])=[CH:27][C:26]([F:30])=[CH:25][C:24]=3[F:31])[N:11]2[C@@H:14]([CH3:21])[CH2:15][CH2:16][C:17](OC)=[O:18])=[CH:7][N:6]=1)[CH3:3].[NH3:32]. The catalyst is CO. The product is [CH3:3][CH:2]([NH:4][C:5]1[N:13]=[C:12]2[C:8]([N:9]=[C:10]([NH:22][C:23]3[C:28]([F:29])=[CH:27][C:26]([F:30])=[CH:25][C:24]=3[F:31])[N:11]2[C@@H:14]([CH3:21])[CH2:15][CH2:16][C:17]([NH2:32])=[O:18])=[CH:7][N:6]=1)[CH3:1]. The yield is 0.460. (6) The reactants are [CH2:1]([O:3][C:4](=[O:16])[CH2:5][N:6]1[C:14]2[CH2:13][CH2:12][CH2:11][C@@H:10]([NH2:15])[C:9]=2[CH:8]=[N:7]1)[CH3:2].[Br:17][C:18]1[CH:19]=[C:20]([S:28](Cl)(=[O:30])=[O:29])[CH:21]=[C:22]([C:24]([F:27])([F:26])[F:25])[CH:23]=1. The catalyst is O1CCCC1.CN(C)C1C=CN=CC=1. The product is [CH2:1]([O:3][C:4](=[O:16])[CH2:5][N:6]1[C:14]2[CH2:13][CH2:12][CH2:11][C@@H:10]([NH:15][S:28]([C:20]3[CH:21]=[C:22]([C:24]([F:25])([F:26])[F:27])[CH:23]=[C:18]([Br:17])[CH:19]=3)(=[O:30])=[O:29])[C:9]=2[CH:8]=[N:7]1)[CH3:2]. The yield is 0.636.